This data is from Reaction yield outcomes from USPTO patents with 853,638 reactions. The task is: Predict the reaction yield, written as a fraction of the theoretical maximum amount of product (1.0 means a 100% yield; for example, 0.34 means a 34% yield). (1) The reactants are [C:1]1([OH:7])[CH:6]=[CH:5][CH:4]=[CH:3][CH:2]=1.[Cl:8][CH2:9][CH2:10][C:11](Cl)=[O:12]. No catalyst specified. The product is [Cl:8][CH2:9][CH2:10][C:11]([O:7][C:1]1[CH:6]=[CH:5][CH:4]=[CH:3][CH:2]=1)=[O:12]. The yield is 0.250. (2) The reactants are [Br:1][C:2]1[CH:10]=[C:9]2[C:5]([CH2:6][C:7]3([CH2:27][CH2:26][CH:25]([O:28][CH3:29])[CH2:24][CH2:23]3)[C:8]2([NH:16]S(C(C)(C)C)=O)[C:11]([O:13][CH2:14][CH3:15])=C)=[CH:4][CH:3]=1.[O:30]1CCOCC1. No catalyst specified. The product is [NH2:16][C:8]1([C:11]([O:13][CH2:14][CH3:15])=[O:30])[C:9]2[C:5](=[CH:4][CH:3]=[C:2]([Br:1])[CH:10]=2)[CH2:6][C:7]21[CH2:23][CH2:24][CH:25]([O:28][CH3:29])[CH2:26][CH2:27]2. The yield is 0.380. (3) The reactants are [F:1][C:2]([F:21])([F:20])[C:3]1[CH:8]=[C:7]([C:9]2[CH:14]=[CH:13][C:12]([N+:15]([O-:17])=[O:16])=[CH:11][CH:10]=2)[N:6]=[C:5](SC)[N:4]=1.[N+](C1C=CC(C(=O)CC(=O)C(F)(F)F)=CC=1)([O-])=O.[F:40][C:41]([F:52])([F:51])[C:42]1[CH:47]=[CH:46][C:45](B(O)O)=[CH:44][CH:43]=1.O1C=CC=C1P(C1OC=CC=1)C1OC=CC=1. The catalyst is C1COCC1.S1C=CC=C1C([O-])=O.[Cu+2].S1C=CC=C1C([O-])=O.C1C=CC(/C=C/C(/C=C/C2C=CC=CC=2)=O)=CC=1.C1C=CC(/C=C/C(/C=C/C2C=CC=CC=2)=O)=CC=1.C1C=CC(/C=C/C(/C=C/C2C=CC=CC=2)=O)=CC=1.C(Cl)(Cl)Cl.[Pd].[Pd]. The product is [F:1][C:2]([F:21])([F:20])[C:3]1[CH:8]=[C:7]([C:9]2[CH:14]=[CH:13][C:12]([N+:15]([O-:17])=[O:16])=[CH:11][CH:10]=2)[N:6]=[C:5]([C:45]2[CH:46]=[CH:47][C:42]([C:41]([F:52])([F:51])[F:40])=[CH:43][CH:44]=2)[N:4]=1. The yield is 0.410. (4) The reactants are [F:1][C:2]1[CH:7]=[CH:6][C:5]([C:8]2[O:9][C:10]3[CH:20]=[C:19]([N:21]([CH2:26][CH2:27][CH:28]=[O:29])[S:22]([CH3:25])(=[O:24])=[O:23])[C:18]([C:30]4[CH:35]=[CH:34][CH:33]=[C:32]([C:36]5[O:37][C:38]6[C:39]([N:44]=5)=[N:40][CH:41]=[CH:42][CH:43]=6)[CH:31]=4)=[CH:17][C:11]=3[C:12]=2[C:13]([NH:15][CH3:16])=[O:14])=[CH:4][CH:3]=1.NS(O)(=O)=[O:47].[O-]Cl=O.[Na+]. The catalyst is O1CCOCC1.O. The product is [F:1][C:2]1[CH:3]=[CH:4][C:5]([C:8]2[O:9][C:10]3[CH:20]=[C:19]([N:21]([CH2:26][CH2:27][C:28]([OH:47])=[O:29])[S:22]([CH3:25])(=[O:24])=[O:23])[C:18]([C:30]4[CH:35]=[CH:34][CH:33]=[C:32]([C:36]5[O:37][C:38]6[C:39]([N:44]=5)=[N:40][CH:41]=[CH:42][CH:43]=6)[CH:31]=4)=[CH:17][C:11]=3[C:12]=2[C:13](=[O:14])[NH:15][CH3:16])=[CH:6][CH:7]=1. The yield is 0.678. (5) The reactants are C[O:2][C:3](=O)[CH:4]([CH:21]1[CH2:26][CH2:25][CH2:24][CH2:23][CH2:22]1)[C:5]([C:7]1[CH:12]=[CH:11][C:10]([O:13][CH2:14][C:15]2[CH:20]=[CH:19][CH:18]=[CH:17][CH:16]=2)=[CH:9][CH:8]=1)=O.[NH2:28][C:29]1[NH:33][N:32]=[C:31]([C:34]([NH2:36])=[O:35])[CH:30]=1.O.C1(C)C=CC(S(O)(=O)=O)=CC=1. The catalyst is C1(C)C=CC=CC=1. The product is [CH2:14]([O:13][C:10]1[CH:9]=[CH:8][C:7]([C:5]2[NH:28][C:29]3[N:33]([N:32]=[C:31]([C:34]([NH2:36])=[O:35])[CH:30]=3)[C:3](=[O:2])[C:4]=2[CH:21]2[CH2:26][CH2:25][CH2:24][CH2:23][CH2:22]2)=[CH:12][CH:11]=1)[C:15]1[CH:16]=[CH:17][CH:18]=[CH:19][CH:20]=1. The yield is 0.0200.